Task: Predict the product of the given reaction.. Dataset: Forward reaction prediction with 1.9M reactions from USPTO patents (1976-2016) (1) Given the reactants [H-].[Na+].[CH3:3][C:4]1([CH3:10])[CH2:8][CH2:7][NH:6][C:5]1=[O:9].Br[CH2:12][CH2:13][CH2:14][NH:15][C:16](=[O:22])[O:17][C:18]([CH3:21])([CH3:20])[CH3:19], predict the reaction product. The product is: [C:18]([O:17][C:16](=[O:22])[NH:15][CH2:14][CH2:13][CH2:12][N:6]1[CH2:7][CH2:8][C:4]([CH3:10])([CH3:3])[C:5]1=[O:9])([CH3:21])([CH3:20])[CH3:19]. (2) Given the reactants [C:1]([CH2:3][C@H:4]1[CH2:9][CH2:8][C@H:7]([N:10]2[C:14]3=[C:15]4[S:21][CH:20]=[CH:19][C:16]4=[N:17][CH:18]=[C:13]3[N:12]=[C:11]2[C@H:22]([OH:24])[CH3:23])[CH2:6][C@H:5]1[NH:25]C(=O)OCC1C=CC=CC=1)#[N:2], predict the reaction product. The product is: [NH2:25][C@@H:5]1[CH2:6][C@@H:7]([N:10]2[C:14]3=[C:15]4[S:21][CH:20]=[CH:19][C:16]4=[N:17][CH:18]=[C:13]3[N:12]=[C:11]2[C@H:22]([OH:24])[CH3:23])[CH2:8][CH2:9][C@@H:4]1[CH2:3][C:1]#[N:2]. (3) Given the reactants [OH-].[K+].[Cl:3][C:4]1[CH:5]=[C:6]([C:14]2[O:18][N:17]=[C:16]([C:19]3[CH:20]=[C:21]([F:35])[CH:22]=[C:23]4[C:27]=3[NH:26][CH:25]=[C:24]4[CH2:28][CH2:29][C:30]([O:32]CC)=[O:31])[N:15]=2)[CH:7]=[N:8][C:9]=1[O:10][CH:11]([CH3:13])[CH3:12].I[CH3:37].[OH-].[Na+].Cl, predict the reaction product. The product is: [Cl:3][C:4]1[CH:5]=[C:6]([C:14]2[O:18][N:17]=[C:16]([C:19]3[CH:20]=[C:21]([F:35])[CH:22]=[C:23]4[C:27]=3[N:26]([CH3:37])[CH:25]=[C:24]4[CH2:28][CH2:29][C:30]([OH:32])=[O:31])[N:15]=2)[CH:7]=[N:8][C:9]=1[O:10][CH:11]([CH3:13])[CH3:12]. (4) Given the reactants [OH:1][C@@H:2]([C@H:4]1[C:34](=[O:35])[N:6]2[C:7]([C:21]([O:23][CH2:24][C:25]3[CH:30]=[CH:29][C:28]([N+:31]([O-:33])=[O:32])=[CH:27][CH:26]=3)=[O:22])=[C:8]([C:11]3[S:15][C:14]4=[C:16]([S:19][CH3:20])[N:17]=[CH:18][N:13]4[CH:12]=3)[C@H:9]([CH3:10])[C@H:5]12)[CH3:3].[I:36][CH2:37][CH2:38][CH2:39][S:40]([NH2:43])(=[O:42])=[O:41], predict the reaction product. The product is: [I-:36].[NH2:43][S:40]([CH2:39][CH2:38][CH2:37][N:17]1[C:16]([S:19][CH3:20])=[C:14]2[S:15][C:11]([C:8]3[C@H:9]([CH3:10])[C@@H:5]4[C@@H:4]([C@H:2]([OH:1])[CH3:3])[C:34](=[O:35])[N:6]4[C:7]=3[C:21]([O:23][CH2:24][C:25]3[CH:26]=[CH:27][C:28]([N+:31]([O-:33])=[O:32])=[CH:29][CH:30]=3)=[O:22])=[CH:12][N+:13]2=[CH:18]1)(=[O:42])=[O:41]. (5) Given the reactants [Cl:1][S:2]([C:5]1[CH:6]=[CH:7][C:8]([O:14][CH3:15])=[C:9]([CH:13]=1)[C:10]([OH:12])=[O:11])(=[O:4])=[O:3].O=S(Cl)Cl.[C:20]1([CH3:32])[CH:25]=[CH:24][C:23]([S:26]([CH2:29][CH2:30]O)(=[O:28])=[O:27])=[CH:22][CH:21]=1, predict the reaction product. The product is: [Cl:1][S:2]([C:5]1[CH:6]=[CH:7][C:8]([O:14][CH3:15])=[C:9]([CH:13]=1)[C:10]([O:12][CH2:30][CH2:29][S:26]([C:23]1[CH:24]=[CH:25][C:20]([CH3:32])=[CH:21][CH:22]=1)(=[O:28])=[O:27])=[O:11])(=[O:4])=[O:3]. (6) Given the reactants Cl[C:2]1[N:7]=[C:6]2[NH:8][N:9]=[C:10]([S:11]([CH3:13])=[O:12])[C:5]2=[C:4]([NH:14][CH:15]2[CH2:17][CH2:16]2)[N:3]=1.[O:18]1[CH2:23][CH2:22][N:21]([C:24]2[CH:30]=[CH:29][C:27]([NH2:28])=[CH:26][CH:25]=2)[CH2:20][CH2:19]1, predict the reaction product. The product is: [CH:15]1([NH:14][C:4]2[N:3]=[C:2]([NH:28][C:27]3[CH:26]=[CH:25][C:24]([N:21]4[CH2:22][CH2:23][O:18][CH2:19][CH2:20]4)=[CH:30][CH:29]=3)[N:7]=[C:6]3[NH:8][N:9]=[C:10]([S:11]([CH3:13])=[O:12])[C:5]=23)[CH2:17][CH2:16]1. (7) The product is: [CH2:1]([O:3][C:4]1[CH:9]=[CH:8][C:7]([S:10]([OH:28])(=[O:12])=[O:11])=[CH:6][C:5]=1[C:14]1[NH:19][C:18](=[O:20])[C:17]2=[C:21]([CH3:27])[N:22]=[C:23]([CH2:24][CH2:25][CH3:26])[N:16]2[N:15]=1)[CH3:2]. Given the reactants [CH2:1]([O:3][C:4]1[CH:9]=[CH:8][C:7]([S:10](Cl)(=[O:12])=[O:11])=[CH:6][C:5]=1[C:14]1[NH:19][C:18](=[O:20])[C:17]2=[C:21]([CH3:27])[N:22]=[C:23]([CH2:24][CH2:25][CH3:26])[N:16]2[N:15]=1)[CH3:2].[OH2:28], predict the reaction product. (8) Given the reactants [N+:1]([C:4]1[CH:22]=[CH:21][C:7]([O:8][C:9]2[CH:14]=[CH:13][N:12]=[C:11]([C:15]3[CH:20]=[CH:19][CH:18]=[CH:17][CH:16]=3)[CH:10]=2)=[CH:6][CH:5]=1)([O-])=O.[Cl-].[NH4+].C(O)C.CN(C)C=O, predict the reaction product. The product is: [C:15]1([C:11]2[CH:10]=[C:9]([O:8][C:7]3[CH:6]=[CH:5][C:4]([NH2:1])=[CH:22][CH:21]=3)[CH:14]=[CH:13][N:12]=2)[CH:16]=[CH:17][CH:18]=[CH:19][CH:20]=1. (9) Given the reactants [CH:1]1[CH:6]=[CH:5][C:4]([CH:7]([NH2:10])[CH2:8][OH:9])=[CH:3][CH:2]=1.CCN(C(C)C)C(C)C.[C:20](=O)([O:31][CH2:32][C:33]1[CH:38]=[CH:37][N:36]=[CH:35][CH:34]=1)[O:21]C1C=CC([N+]([O-])=O)=CC=1, predict the reaction product. The product is: [OH:9][CH2:8][C@H:7]([NH:10][C:20](=[O:21])[O:31][CH2:32][C:33]1[CH:38]=[CH:37][N:36]=[CH:35][CH:34]=1)[C:4]1[CH:5]=[CH:6][CH:1]=[CH:2][CH:3]=1.